Dataset: Full USPTO retrosynthesis dataset with 1.9M reactions from patents (1976-2016). Task: Predict the reactants needed to synthesize the given product. (1) The reactants are: [OH-].[K+].O.C([O:6][C:7](=[O:19])[C:8]([O:11][C:12]1[CH:17]=[CH:16][CH:15]=[C:14]([F:18])[CH:13]=1)([CH3:10])[CH3:9])C.Cl. Given the product [F:18][C:14]1[CH:13]=[C:12]([CH:17]=[CH:16][CH:15]=1)[O:11][C:8]([CH3:10])([CH3:9])[C:7]([OH:19])=[O:6], predict the reactants needed to synthesize it. (2) The reactants are: [NH2:1][N:2]1[CH:6]=[CH:5][CH:4]=[C:3]1[C:7]([NH:9][C:10]1[CH:15]=[CH:14][CH:13]=[CH:12][CH:11]=1)=[O:8].[C:16]([O:20][C:21]([NH:23][C:24]1([C:27](O)=[O:28])[CH2:26][CH2:25]1)=[O:22])([CH3:19])([CH3:18])[CH3:17]. Given the product [C:10]1([NH:9][C:7]([C:3]2[N:2]([NH:1][C:27]([C:24]3([NH:23][C:21](=[O:22])[O:20][C:16]([CH3:18])([CH3:17])[CH3:19])[CH2:26][CH2:25]3)=[O:28])[CH:6]=[CH:5][CH:4]=2)=[O:8])[CH:15]=[CH:14][CH:13]=[CH:12][CH:11]=1, predict the reactants needed to synthesize it. (3) Given the product [Br-:18].[N:1](=[CH:19]/[C:20]1[CH:21]=[CH:22][C:23]([O:27][CH2:28][CH2:29][CH2:30][CH2:31][CH2:32][CH2:33][P+:41]([C:42]2[CH:43]=[CH:44][CH:45]=[CH:46][CH:47]=2)([C:48]2[CH:53]=[CH:52][CH:51]=[CH:50][CH:49]=2)[C:35]2[CH:36]=[CH:37][CH:38]=[CH:39][CH:40]=2)=[CH:24][C:25]=1[OH:26])\[N:2]=[CH:3]\[C:4]1[CH:5]=[CH:6][C:7]([O:11][CH2:12][CH2:13][CH2:14][CH2:15][CH2:16][CH2:17][P+:41]([C:35]2[CH:36]=[CH:37][CH:38]=[CH:39][CH:40]=2)([C:42]2[CH:47]=[CH:46][CH:45]=[CH:44][CH:43]=2)[C:48]2[CH:49]=[CH:50][CH:51]=[CH:52][CH:53]=2)=[CH:8][C:9]=1[OH:10].[Br-:18], predict the reactants needed to synthesize it. The reactants are: [N:1](=[CH:19]/[C:20]1[C:25]([OH:26])=[CH:24][C:23]([O:27][CH2:28][CH2:29][CH2:30][CH2:31][CH2:32][CH2:33]Br)=[CH:22][CH:21]=1)\[N:2]=[CH:3]\[C:4]1[C:9]([OH:10])=[CH:8][C:7]([O:11][CH2:12][CH2:13][CH2:14][CH2:15][CH2:16][CH2:17][Br:18])=[CH:6][CH:5]=1.[C:35]1([P:41]([C:48]2[CH:53]=[CH:52][CH:51]=[CH:50][CH:49]=2)[C:42]2[CH:47]=[CH:46][CH:45]=[CH:44][CH:43]=2)[CH:40]=[CH:39][CH:38]=[CH:37][CH:36]=1. (4) Given the product [CH3:40][NH:41][S:42]([CH2:9][CH2:10][C:22]1[CH:30]=[CH:29][C:28]2[NH:27][CH:26]=[C:25]([CH:31]3[CH2:32][CH2:33][N:34]([CH3:37])[CH2:35][CH2:36]3)[C:24]=2[CH:23]=1)(=[O:44])=[O:43], predict the reactants needed to synthesize it. The reactants are: BrC1C=C2C(=[CH:9][CH:10]=1)NC=C2.CN1CCC(=O)CC1.[OH-].[K+].Br[C:22]1[CH:23]=[C:24]2[C:28](=[CH:29][CH:30]=1)[NH:27][CH:26]=[C:25]2[C:31]1[CH2:32][CH2:33][N:34]([CH3:37])[CH2:35][CH:36]=1.CC=[CH:40][NH:41][SH:42](=[O:44])=[O:43]. (5) The reactants are: Cl[C:2]1[CH:17]=[CH:16][C:5]2[C:6](=O)C3C=CC=CC=3CC[C:4]=2[C:3]=1[O:18][CH2:19][C@H:20]1[CH2:24][O:23][C:22]([CH3:26])([CH3:25])[O:21]1.[F:27][C:28]1[CH:34]=[C:33]([F:35])[CH:32]=[CH:31][C:29]=1[NH2:30].P.[O:37]([C:39](C)(C)C)[Na].[C:43]1([CH3:49])[CH:48]=[CH:47][CH:46]=[CH:45][CH:44]=1. Given the product [F:27][C:28]1[CH:34]=[C:33]([F:35])[CH:32]=[CH:31][C:29]=1[NH:30][C:45]1[CH:46]=[CH:47][C:48]2[C:39](=[O:37])[C:16]3[CH:17]=[CH:2][C:3]([O:18][CH2:19][C@H:20]4[CH2:24][O:23][C:22]([CH3:25])([CH3:26])[O:21]4)=[CH:4][C:5]=3[CH2:6][CH2:49][C:43]=2[CH:44]=1, predict the reactants needed to synthesize it. (6) Given the product [C:20]([N:19]([C:10]1[O:11][C@H:12]([C:15]([F:18])([F:17])[F:16])[C@H:13]([F:14])[C@:8]([C:6]2[C:5]([F:29])=[CH:4][CH:3]=[C:2]([Br:1])[N:7]=2)([CH3:28])[N:9]=1)[C:30](=[O:31])[O:32][C:33]([CH3:36])([CH3:35])[CH3:34])(=[O:27])[C:21]1[CH:26]=[CH:25][CH:24]=[CH:23][CH:22]=1, predict the reactants needed to synthesize it. The reactants are: [Br:1][C:2]1[N:7]=[C:6]([C@:8]2([CH3:28])[C@@H:13]([F:14])[C@H:12]([C:15]([F:18])([F:17])[F:16])[O:11][C:10]([NH:19][C:20](=[O:27])[C:21]3[CH:26]=[CH:25][CH:24]=[CH:23][CH:22]=3)=[N:9]2)[C:5]([F:29])=[CH:4][CH:3]=1.[C:30](O[C:30]([O:32][C:33]([CH3:36])([CH3:35])[CH3:34])=[O:31])([O:32][C:33]([CH3:36])([CH3:35])[CH3:34])=[O:31].C(N(CC)CC)C. (7) Given the product [Br:1][C:2]1[CH:12]=[N:11][C:5]2[O:6][CH2:7][C:8](=[O:10])[N:9]([CH3:13])[C:4]=2[CH:3]=1, predict the reactants needed to synthesize it. The reactants are: [Br:1][C:2]1[CH:12]=[N:11][C:5]2[O:6][CH2:7][C:8](=[O:10])[NH:9][C:4]=2[CH:3]=1.[C:13](=O)([O-])[O-].[K+].[K+].CI. (8) Given the product [F:13][C:14]1[CH:15]=[C:16]([C:48]2[CH:53]=[CH:52][CH:51]=[CH:50][C:49]=2[C:54]2[NH:3][C:4](=[O:7])[O:5][N:55]=2)[CH:17]=[CH:18][C:19]=1[CH2:20][C:21]1[C:22](=[O:47])[N:23]([C@H:34]2[CH2:39][CH2:38][C@H:37]([O:40][CH:41]([CH3:46])[C:42]([OH:45])([CH3:43])[CH3:44])[CH2:36][CH2:35]2)[C:24]2[N:25]([N:30]=[C:31]([CH3:33])[N:32]=2)[C:26]=1[CH2:27][CH2:28][CH3:29], predict the reactants needed to synthesize it. The reactants are: [Cl-].O[NH3+:3].[C:4](=[O:7])([O-])[OH:5].[Na+].CS(C)=O.[F:13][C:14]1[CH:15]=[C:16]([C:48]2[C:49]([C:54]#[N:55])=[CH:50][CH:51]=[CH:52][CH:53]=2)[CH:17]=[CH:18][C:19]=1[CH2:20][C:21]1[C:22](=[O:47])[N:23]([C@H:34]2[CH2:39][CH2:38][C@H:37]([O:40][CH:41]([CH3:46])[C:42]([OH:45])([CH3:44])[CH3:43])[CH2:36][CH2:35]2)[C:24]2[N:25]([N:30]=[C:31]([CH3:33])[N:32]=2)[C:26]=1[CH2:27][CH2:28][CH3:29]. (9) Given the product [CH3:9][O:12][C:13]1[CH:14]=[CH:3][CH:28]=[C:22]2[C:27]=1[CH:26]=[CH:25][C:24]([NH:1][NH:2][C:19](=[O:21])[CH3:20])=[CH:23]2, predict the reactants needed to synthesize it. The reactants are: [NH2:1][NH2:2].[C:3]([O-])([O-])=O.[K+].[K+].[C:9]([O:12][CH2:13][CH3:14])(=O)C.C(O[C:19](=[O:21])[CH3:20])(=O)C.[C:22]1([CH3:28])[CH:27]=[CH:26][CH:25]=[CH:24][CH:23]=1.